Dataset: Full USPTO retrosynthesis dataset with 1.9M reactions from patents (1976-2016). Task: Predict the reactants needed to synthesize the given product. (1) Given the product [C:2](=[O:3])([O:4][CH2:5][CH3:6])[O:7][CH2:8][C:9]1[CH:22]=[CH:21][C:20]2[C:19](=[O:23])[C:18]3[C:13](=[CH:14][CH:15]=[CH:16][CH:17]=3)[C:12](=[O:24])[C:11]=2[CH:10]=1, predict the reactants needed to synthesize it. The reactants are: Cl[C:2]([O:4][CH2:5][CH3:6])=[O:3].[OH:7][CH2:8][C:9]1[CH:22]=[CH:21][C:20]2[C:19](=[O:23])[C:18]3[C:13](=[CH:14][CH:15]=[CH:16][CH:17]=3)[C:12](=[O:24])[C:11]=2[CH:10]=1.C(OCC)(=O)C.CCCCCCC. (2) Given the product [Br:20][C:21]1[CH:27]=[C:26]2[C:24](=[C:23]([CH3:28])[CH:22]=1)[N:25]=[C:11]([Cl:16])[C:7]([C:1]1[CH:6]=[CH:5][CH:4]=[CH:3][CH:2]=1)=[C:29]2[Cl:31], predict the reactants needed to synthesize it. The reactants are: [C:1]1([CH:7]([C:11](O)=O)C(O)=O)[CH:6]=[CH:5][CH:4]=[CH:3][CH:2]=1.O=P(Cl)(Cl)[Cl:16].[Al].[Br:20][C:21]1[CH:27]=[CH:26][C:24]([NH2:25])=[C:23]([CH3:28])[CH:22]=1.[CH2:29]([Cl:31])Cl. (3) The reactants are: [CH3:1][O:2][C:3](=[O:14])[C:4]1[CH:9]=[CH:8][C:7]([C:10](=[O:13])[CH2:11]Br)=[CH:6][CH:5]=1.[N-:15]=[N+:16]=[N-:17].[Na+]. Given the product [CH3:1][O:2][C:3](=[O:14])[C:4]1[CH:9]=[CH:8][C:7]([C:10](=[O:13])[CH2:11][N:15]=[N+:16]=[N-:17])=[CH:6][CH:5]=1, predict the reactants needed to synthesize it. (4) Given the product [CH:1]([O:4][C:5]1[CH:10]=[CH:9][C:8]([NH:11][C:12]([N:14]2[CH2:19][CH2:18][N:17]([C:20]3[C:25]([CH:26]=[N:40][O:39][CH2:38][CH2:37][N:31]4[CH2:36][CH2:35][O:34][CH2:33][CH2:32]4)=[C:24]([NH2:28])[N:23]=[CH:22][N:21]=3)[CH2:16][CH2:15]2)=[O:13])=[CH:7][CH:6]=1)([CH3:2])[CH3:3], predict the reactants needed to synthesize it. The reactants are: [CH:1]([O:4][C:5]1[CH:10]=[CH:9][C:8]([NH:11][C:12]([N:14]2[CH2:19][CH2:18][N:17]([C:20]3[C:25]([CH:26]=O)=[C:24]([NH2:28])[N:23]=[CH:22][N:21]=3)[CH2:16][CH2:15]2)=[O:13])=[CH:7][CH:6]=1)([CH3:3])[CH3:2].Cl.Cl.[N:31]1([CH2:37][CH2:38][O:39][NH2:40])[CH2:36][CH2:35][O:34][CH2:33][CH2:32]1. (5) Given the product [NH2:6][C:7]1[CH:8]=[C:9]([CH3:11])[CH:10]=[C:2]([CH3:1])[C:3]=1[C:4]([OH:13])=[O:19], predict the reactants needed to synthesize it. The reactants are: [CH3:1][C:2]1[CH:10]=[C:9]([CH3:11])[CH:8]=[C:7]2[C:3]=1[C:4](=[O:13])C(=O)[NH:6]2.OO.Cl.C(O)(=[O:19])C.